This data is from Full USPTO retrosynthesis dataset with 1.9M reactions from patents (1976-2016). The task is: Predict the reactants needed to synthesize the given product. (1) Given the product [CH3:18][C:19]([CH3:23])([CH3:22])[CH2:20][NH:21][C:6]1[C:5]2[CH:13]=[CH:14][C:15]([F:17])=[CH:16][C:4]=2[C:3]2[C:2](=[O:24])[NH:11][CH:10]=[CH:9][C:8]=2[N:7]=1, predict the reactants needed to synthesize it. The reactants are: Cl[C:2]1[N:11]=[CH:10][CH:9]=[C:8]2[C:3]=1[C:4]1[CH:16]=[C:15]([F:17])[CH:14]=[CH:13][C:5]=1[C:6](Cl)=[N:7]2.[CH3:18][C:19]([CH3:23])([CH3:22])[CH2:20][NH2:21].[O:24]1CCOCC1. (2) Given the product [NH2:45][C:42]1[N:43]=[CH:44][C:39]([C:37]#[C:38][C:33]2[CH:34]=[CH:35][C:2]([F:1])=[C:3]([CH:32]=2)[C:4]([NH:6][C:7]2[CH:12]=[C:11]([C:13]([F:16])([F:15])[F:14])[CH:10]=[CH:9][C:8]=2[N:17]2[CH2:22][CH2:21][CH2:20][C@H:19]([N:23]([CH3:31])[C:24](=[O:30])[O:25][C:26]([CH3:29])([CH3:28])[CH3:27])[CH2:18]2)=[O:5])=[CH:40][N:41]=1, predict the reactants needed to synthesize it. The reactants are: [F:1][C:2]1[CH:35]=[CH:34][C:33](I)=[CH:32][C:3]=1[C:4]([NH:6][C:7]1[CH:12]=[C:11]([C:13]([F:16])([F:15])[F:14])[CH:10]=[CH:9][C:8]=1[N:17]1[CH2:22][CH2:21][CH2:20][C@H:19]([N:23]([CH3:31])[C:24](=[O:30])[O:25][C:26]([CH3:29])([CH3:28])[CH3:27])[CH2:18]1)=[O:5].[C:37]([C:39]1[CH:40]=[N:41][C:42]([NH2:45])=[N:43][CH:44]=1)#[CH:38].C(N(CC)CC)C. (3) Given the product [S:18]1[C:14]([C:11]2[CH:10]=[CH:9][C:8]([NH2:5])=[CH:13][CH:12]=2)=[CH:15][N:16]=[N:17]1, predict the reactants needed to synthesize it. The reactants are: Cl[Sn]Cl.O.[N+:5]([C:8]1[CH:13]=[CH:12][C:11]([C:14]2[S:18][N:17]=[N:16][CH:15]=2)=[CH:10][CH:9]=1)([O-])=O.C([O-])(O)=O.[Na+]. (4) Given the product [CH:24]([C:20]1[CH:19]=[C:18]([CH:23]=[CH:22][CH:21]=1)[CH2:17][N:12]1[C@@H:11]2[C@H:15]([C@H:7]([CH2:6][C:5]3[CH:29]=[CH:30][C:2]([S:41]([C:40]([F:53])([F:52])[F:39])(=[O:43])=[O:42])=[CH:3][CH:4]=3)[CH2:8][S:9](=[O:27])(=[O:28])[CH2:10]2)[O:14][C:13]1=[O:16])([CH3:25])[CH3:26], predict the reactants needed to synthesize it. The reactants are: O[C:2]1[CH:30]=[CH:29][C:5]([CH2:6][C@H:7]2[C@H:15]3[C@@H:11]([N:12]([CH2:17][C:18]4[CH:23]=[CH:22][CH:21]=[C:20]([CH:24]([CH3:26])[CH3:25])[CH:19]=4)[C:13](=[O:16])[O:14]3)[CH2:10][S:9](=[O:28])(=[O:27])[CH2:8]2)=[CH:4][CH:3]=1.N1C(C)=CC=CC=1C.[F:39][C:40]([F:53])([F:52])[S:41](O[S:41]([C:40]([F:53])([F:52])[F:39])(=[O:43])=[O:42])(=[O:43])=[O:42].Cl.